This data is from Forward reaction prediction with 1.9M reactions from USPTO patents (1976-2016). The task is: Predict the product of the given reaction. (1) Given the reactants [Br:1][C:2]1[CH:7]=[CH:6][CH:5]=[CH:4][C:3]=1[NH2:8].[O:9]=[C:10]([CH3:17])[CH2:11][C:12](OCC)=[O:13], predict the reaction product. The product is: [Br:1][C:2]1[CH:7]=[CH:6][CH:5]=[CH:4][C:3]=1[NH:8][C:12](=[O:13])[CH2:11][C:10](=[O:9])[CH3:17]. (2) Given the reactants O.S([O-])(OCCCCCCCCCCCC)(=O)=O.[Na+].[CH2:20]=[C:21]1[CH2:26][CH:25]([CH3:27])[O:24][C:22]1=[O:23].[C:28]([OH:32])(=[O:31])[CH:29]=[CH2:30].C(OCC(CO)(CO)CO)C=C.S(OOS([O-])(=O)=O)([O-])(=O)=O.[Na+].[Na+].[OH-].[Na+], predict the reaction product. The product is: [CH2:20]=[C:21]1[CH2:26][CH:25]([CH3:27])[O:24][C:22]1=[O:23].[C:28]([OH:32])(=[O:31])[CH:29]=[CH2:30]. (3) Given the reactants C(OC(=O)[NH:10][C:11]1[CH:16]=[CH:15][C:14]([C:17](=[O:38])[CH2:18][N:19]2[C:23]3[CH:24]=[CH:25][CH:26]=[CH:27][C:22]=3[N:21]=[C:20]2[C:28]2[C:32]([NH:33][CH2:34][CH2:35][C:36]#[N:37])=[N:31][O:30][N:29]=2)=[CH:13][CH:12]=1)C1C=CC=CC=1.C(OCC)(=O)C.CO, predict the reaction product. The product is: [NH2:10][C:11]1[CH:12]=[CH:13][C:14]([C:17](=[O:38])[CH2:18][N:19]2[C:23]3[CH:24]=[CH:25][CH:26]=[CH:27][C:22]=3[N:21]=[C:20]2[C:28]2[C:32]([NH:33][CH2:34][CH2:35][C:36]#[N:37])=[N:31][O:30][N:29]=2)=[CH:15][CH:16]=1. (4) Given the reactants [Cl:1][C:2]1[CH:7]=[CH:6][C:5]([N:8]2[C:12]([CH3:13])=[C:11]([C:14]([OH:16])=O)[CH:10]=[N:9]2)=[CH:4][CH:3]=1.CC1N(C2C=CC(C(F)(F)F)=CN=2)N=CC=1C(O)=O.[NH2:36][C:37]1[CH:38]=[C:39]([C:51]#[N:52])[C:40]([N:43]2[CH2:48][CH2:47][CH:46]([C:49]#[N:50])[CH2:45][CH2:44]2)=[N:41][CH:42]=1.C(N(CC)CC)C, predict the reaction product. The product is: [Cl:1][C:2]1[CH:3]=[CH:4][C:5]([N:8]2[C:12]([CH3:13])=[C:11]([C:14]([NH:36][C:37]3[CH:42]=[N:41][C:40]([N:43]4[CH2:44][CH2:45][CH:46]([C:49]#[N:50])[CH2:47][CH2:48]4)=[C:39]([C:51]#[N:52])[CH:38]=3)=[O:16])[CH:10]=[N:9]2)=[CH:6][CH:7]=1. (5) Given the reactants C(N(CC)[P:4]([O:10][C:11]([CH3:14])([CH3:13])[CH3:12])[O:5][C:6]([CH3:9])([CH3:8])[CH3:7])C.[F:17][C:18]1[CH:19]=[C:20]([NH:24][C:25](=[O:54])[CH2:26][N:27]2[CH:31]=[C:30]([NH:32][C:33]3[C:42]4[C:37](=[CH:38][C:39]([O:43][CH2:44][CH2:45][CH2:46][N:47]([CH2:51][CH2:52][OH:53])[CH2:48][CH2:49][CH3:50])=[CH:40][CH:41]=4)[N:36]=[CH:35][N:34]=3)[CH:29]=[N:28]2)[CH:21]=[CH:22][CH:23]=1.N1C=NN=N1.OO.S(S([O-])=O)([O-])(=O)=O.[Na+].[Na+].C(=O)([O-])O.[K+], predict the reaction product. The product is: [P:4]([O:53][CH2:52][CH2:51][N:47]([CH2:46][CH2:45][CH2:44][O:43][C:39]1[CH:38]=[C:37]2[C:42]([C:33]([NH:32][C:30]3[CH:29]=[N:28][N:27]([CH2:26][C:25]([NH:24][C:20]4[CH:21]=[CH:22][CH:23]=[C:18]([F:17])[CH:19]=4)=[O:54])[CH:31]=3)=[N:34][CH:35]=[N:36]2)=[CH:41][CH:40]=1)[CH2:48][CH2:49][CH3:50])([O:5][C:6]([CH3:7])([CH3:8])[CH3:9])[O:10][C:11]([CH3:12])([CH3:13])[CH3:14]. (6) Given the reactants Br[C:2]1[C:7]([CH2:8][N:9]2[C:17](=[O:18])[C:16]3[C:11](=[CH:12][CH:13]=[CH:14][CH:15]=3)[C:10]2=[O:19])=[C:6]([F:20])[C:5]([O:21][CH2:22][CH3:23])=[C:4]([O:24][CH2:25][CH3:26])[CH:3]=1.[Cu](C#N)[C:28]#[N:29], predict the reaction product. The product is: [C:28]([C:2]1[C:7]([CH2:8][N:9]2[C:10](=[O:19])[C:11]3[C:16](=[CH:15][CH:14]=[CH:13][CH:12]=3)[C:17]2=[O:18])=[C:6]([F:20])[C:5]([O:21][CH2:22][CH3:23])=[C:4]([O:24][CH2:25][CH3:26])[CH:3]=1)#[N:29]. (7) Given the reactants [C:1]([O:5][C:6](=[O:24])[CH2:7][N:8]1[C:12]2[CH:13]=[CH:14][CH:15]=[CH:16][C:11]=2[N:10]([C:17]2[S:18][CH:19]=[C:20](Br)[N:21]=2)[C:9]1=[O:23])([CH3:4])([CH3:3])[CH3:2].C(N(CC)CC)C, predict the reaction product. The product is: [C:1]([O:5][C:6](=[O:24])[CH2:7][N:8]1[C:12]2[CH:13]=[CH:14][CH:15]=[CH:16][C:11]=2[N:10]([C:17]2[S:18][CH:19]=[C:20]([C:6]([O:5][CH3:1])=[O:24])[N:21]=2)[C:9]1=[O:23])([CH3:4])([CH3:3])[CH3:2].